From a dataset of NCI-60 drug combinations with 297,098 pairs across 59 cell lines. Regression. Given two drug SMILES strings and cell line genomic features, predict the synergy score measuring deviation from expected non-interaction effect. (1) Drug 1: CC1=C2C(C(=O)C3(C(CC4C(C3C(C(C2(C)C)(CC1OC(=O)C(C(C5=CC=CC=C5)NC(=O)C6=CC=CC=C6)O)O)OC(=O)C7=CC=CC=C7)(CO4)OC(=O)C)O)C)OC(=O)C. Drug 2: CC1C(C(CC(O1)OC2CC(CC3=C2C(=C4C(=C3O)C(=O)C5=CC=CC=C5C4=O)O)(C(=O)C)O)N)O. Cell line: SK-MEL-28. Synergy scores: CSS=47.0, Synergy_ZIP=-4.04, Synergy_Bliss=-4.24, Synergy_Loewe=-0.714, Synergy_HSA=0.173. (2) Drug 1: CNC(=O)C1=CC=CC=C1SC2=CC3=C(C=C2)C(=NN3)C=CC4=CC=CC=N4. Drug 2: C1=NNC2=C1C(=O)NC=N2. Cell line: NCI-H460. Synergy scores: CSS=-0.896, Synergy_ZIP=-1.94, Synergy_Bliss=-7.61, Synergy_Loewe=-11.8, Synergy_HSA=-9.65. (3) Drug 1: C1=NC(=NC(=O)N1C2C(C(C(O2)CO)O)O)N. Drug 2: C1=NC2=C(N1)C(=S)N=CN2. Cell line: OVCAR-5. Synergy scores: CSS=43.0, Synergy_ZIP=-8.33, Synergy_Bliss=-1.09, Synergy_Loewe=-1.23, Synergy_HSA=2.41. (4) Drug 1: CC=C1C(=O)NC(C(=O)OC2CC(=O)NC(C(=O)NC(CSSCCC=C2)C(=O)N1)C(C)C)C(C)C. Drug 2: C1=NC2=C(N1)C(=S)N=CN2. Cell line: SK-OV-3. Synergy scores: CSS=21.8, Synergy_ZIP=0.477, Synergy_Bliss=3.97, Synergy_Loewe=-0.175, Synergy_HSA=-0.0300. (5) Drug 1: CCCS(=O)(=O)NC1=C(C(=C(C=C1)F)C(=O)C2=CNC3=C2C=C(C=N3)C4=CC=C(C=C4)Cl)F. Drug 2: C1=NC(=NC(=O)N1C2C(C(C(O2)CO)O)O)N. Cell line: HCT116. Synergy scores: CSS=12.4, Synergy_ZIP=-3.61, Synergy_Bliss=1.32, Synergy_Loewe=-18.8, Synergy_HSA=-0.299. (6) Drug 1: CS(=O)(=O)C1=CC(=C(C=C1)C(=O)NC2=CC(=C(C=C2)Cl)C3=CC=CC=N3)Cl. Drug 2: CCC1=CC2CC(C3=C(CN(C2)C1)C4=CC=CC=C4N3)(C5=C(C=C6C(=C5)C78CCN9C7C(C=CC9)(C(C(C8N6C)(C(=O)OC)O)OC(=O)C)CC)OC)C(=O)OC.C(C(C(=O)O)O)(C(=O)O)O. Cell line: A498. Synergy scores: CSS=40.8, Synergy_ZIP=5.10, Synergy_Bliss=8.37, Synergy_Loewe=-3.64, Synergy_HSA=9.08. (7) Drug 1: C1CN1P(=S)(N2CC2)N3CC3. Drug 2: CC1CCC2CC(C(=CC=CC=CC(CC(C(=O)C(C(C(=CC(C(=O)CC(OC(=O)C3CCCCN3C(=O)C(=O)C1(O2)O)C(C)CC4CCC(C(C4)OC)O)C)C)O)OC)C)C)C)OC. Cell line: HCC-2998. Synergy scores: CSS=-0.549, Synergy_ZIP=1.06, Synergy_Bliss=1.85, Synergy_Loewe=1.56, Synergy_HSA=-0.458. (8) Drug 1: CC1=C(C=C(C=C1)NC2=NC=CC(=N2)N(C)C3=CC4=NN(C(=C4C=C3)C)C)S(=O)(=O)N.Cl. Drug 2: C1CC(C1)(C(=O)O)C(=O)O.[NH2-].[NH2-].[Pt+2]. Cell line: SF-295. Synergy scores: CSS=17.3, Synergy_ZIP=-6.01, Synergy_Bliss=-6.05, Synergy_Loewe=-10.6, Synergy_HSA=-4.25.